The task is: Regression. Given a peptide amino acid sequence and an MHC pseudo amino acid sequence, predict their binding affinity value. This is MHC class II binding data.. This data is from Peptide-MHC class II binding affinity with 134,281 pairs from IEDB. The peptide sequence is SCWRGDSNWAQNRMK. The binding affinity (normalized) is 0.102. The MHC is DRB1_0901 with pseudo-sequence DRB1_0901.